The task is: Predict the reactants needed to synthesize the given product.. This data is from Retrosynthesis with 50K atom-mapped reactions and 10 reaction types from USPTO. (1) Given the product COCCN1C[C@@H](NC(=O)Nc2c(Br)c(C3CCN(C(C)=O)CC3)nn2-c2ccccc2)[C@H](c2ccc(F)c(F)c2)C1, predict the reactants needed to synthesize it. The reactants are: CC(=O)OC(C)=O.COCCN1C[C@@H](NC(=O)Nc2c(Br)c(C3CCNCC3)nn2-c2ccccc2)[C@H](c2ccc(F)c(F)c2)C1. (2) Given the product COCCOc1cc(CC(CC(C)C)NC=O)ccc1Cl, predict the reactants needed to synthesize it. The reactants are: CCOC=O.COCCOc1cc(CC(N)CC(C)C)ccc1Cl. (3) Given the product CCOC(=O)Cc1csc(Nc2ccc(Cl)c(C(F)(F)F)c2)n1, predict the reactants needed to synthesize it. The reactants are: CCOC(=O)CC(=O)CCl.NC(=S)Nc1ccc(Cl)c(C(F)(F)F)c1. (4) The reactants are: C#CCOc1c(OC)cc(C(=O)Cl)cc1OC.CC(C)CN. Given the product C#CCOc1c(OC)cc(C(=O)NCC(C)C)cc1OC, predict the reactants needed to synthesize it. (5) Given the product Nc1cnccc1NC[C@@H]1CCN(C(=O)C2CC2)C1, predict the reactants needed to synthesize it. The reactants are: O=C(C1CC1)N1CC[C@@H](CNc2ccncc2[N+](=O)[O-])C1. (6) Given the product Nc1nc(=O)c2c(ncn2Cc2ccc3ccccc3c2)n1Cc1ccc(-c2nnn[nH]2)cc1, predict the reactants needed to synthesize it. The reactants are: N#Cc1ccc(Cn2c(N)nc(=O)c3c2ncn3Cc2ccc3ccccc3c2)cc1.[N-]=[N+]=[N-]. (7) Given the product O=C(NC1C2CC3CC(C2)CC1C3)c1cnc2ccccc2n1, predict the reactants needed to synthesize it. The reactants are: NC1C2CC3CC(C2)CC1C3.O=C(O)c1cnc2ccccc2n1.